The task is: Predict the product of the given reaction.. This data is from Forward reaction prediction with 1.9M reactions from USPTO patents (1976-2016). (1) Given the reactants [C:1]12([CH2:11][O:12][C:13]3[C:22]([CH:23]([O:25][Si:26]([C:29]([CH3:32])([CH3:31])[CH3:30])([CH3:28])[CH3:27])[CH3:24])=[CH:21][C:16]([C:17]([O:19]C)=[O:18])=[C:15]([F:33])[CH:14]=3)[CH2:10][CH:5]3[CH2:6][CH:7]([CH2:9][CH:3]([CH2:4]3)[CH2:2]1)[CH2:8]2.O.[OH-].[Li+].Cl, predict the reaction product. The product is: [C:1]12([CH2:11][O:12][C:13]3[C:22]([CH:23]([O:25][Si:26]([C:29]([CH3:32])([CH3:31])[CH3:30])([CH3:27])[CH3:28])[CH3:24])=[CH:21][C:16]([C:17]([OH:19])=[O:18])=[C:15]([F:33])[CH:14]=3)[CH2:8][CH:7]3[CH2:9][CH:3]([CH2:4][CH:5]([CH2:6]3)[CH2:10]1)[CH2:2]2. (2) The product is: [F:20][C:19]([F:21])([F:22])[O:18][C:15]1[CH:14]=[CH:13][C:12]([C:10]2[N:6]=[C:5]([NH:4][C:1](=[O:3])[CH3:2])[NH:7][CH:9]=2)=[CH:17][CH:16]=1. Given the reactants [C:1]([NH:4][C:5]([NH2:7])=[NH:6])(=[O:3])[CH3:2].Br[CH2:9][C:10]([C:12]1[CH:17]=[CH:16][C:15]([O:18][C:19]([F:22])([F:21])[F:20])=[CH:14][CH:13]=1)=O, predict the reaction product. (3) Given the reactants Cl.Cl[CH2:3][C:4]1[N:5]([CH2:18][C:19]2[CH:24]=[CH:23][CH:22]=[CH:21][CH:20]=2)[C:6]2[C:15]3[CH:14]=[CH:13][CH:12]=[CH:11][C:10]=3[N:9]=[C:8]([NH2:16])[C:7]=2[N:17]=1.[NH:25]1[CH2:30][CH2:29][O:28][CH2:27][CH2:26]1, predict the reaction product. The product is: [O:28]1[CH2:29][CH2:30][N:25]([CH2:3][C:4]2[N:5]([CH2:18][C:19]3[CH:24]=[CH:23][CH:22]=[CH:21][CH:20]=3)[C:6]3[C:15]4[CH:14]=[CH:13][CH:12]=[CH:11][C:10]=4[N:9]=[C:8]([NH2:16])[C:7]=3[N:17]=2)[CH2:26][CH2:27]1. (4) Given the reactants [NH2:1][C:2]1[CH:11]=[C:10]2[C:5]([CH:6]=[N:7][C:8]([NH:12][C:13]3[CH:18]=[CH:17][C:16]([S:19]([NH2:22])(=[O:21])=[O:20])=[CH:15][CH:14]=3)=[N:9]2)=[CH:4][CH:3]=1.[C:23](O)(=[O:25])[CH3:24].CN(C(ON1N=NC2C=CC=CC1=2)=[N+](C)C)C.F[P-](F)(F)(F)(F)F.CCN(C(C)C)C(C)C, predict the reaction product. The product is: [S:19]([C:16]1[CH:15]=[CH:14][C:13]([NH:12][C:8]2[N:7]=[CH:6][C:5]3[C:10](=[CH:11][C:2]([NH:1][C:23](=[O:25])[CH3:24])=[CH:3][CH:4]=3)[N:9]=2)=[CH:18][CH:17]=1)(=[O:21])(=[O:20])[NH2:22]. (5) Given the reactants [O:1]1[C:5]2[CH:6]=[CH:7][C:8]([CH2:10][N:11]3[CH2:16][CH2:15][NH:14][CH2:13][CH2:12]3)=[CH:9][C:4]=2[O:3][CH2:2]1.C1([O:23][C:24](=O)[NH:25][C:26]2[CH:27]=[N:28][CH:29]=[CH:30][CH:31]=2)C=CC=CC=1, predict the reaction product. The product is: [N:28]1[CH:29]=[CH:30][CH:31]=[C:26]([NH:25][C:24]([N:14]2[CH2:13][CH2:12][N:11]([CH2:10][C:8]3[CH:7]=[CH:6][C:5]4[O:1][CH2:2][O:3][C:4]=4[CH:9]=3)[CH2:16][CH2:15]2)=[O:23])[CH:27]=1. (6) The product is: [Br:1][C:2]1[CH:3]=[C:4]2[C:5](=[CH:6][C:7]=1[O:8][CH3:9])[CH:15]=[N:14][CH:11]([CH2:12][CH3:13])[CH2:10]2. Given the reactants [Br:1][C:2]1[CH:3]=[C:4]([CH2:10][CH:11]([NH:14][CH:15]=O)[CH2:12][CH3:13])[CH:5]=[CH:6][C:7]=1[O:8][CH3:9].C(Cl)(=O)C(Cl)=O.Cl.OS(O)(=O)=O, predict the reaction product.